From a dataset of Catalyst prediction with 721,799 reactions and 888 catalyst types from USPTO. Predict which catalyst facilitates the given reaction. Reactant: [NH2:1][C@@H:2]([C:6]1[N:7]([CH2:20][C:21]2[CH:26]=[CH:25][CH:24]=[CH:23][CH:22]=2)[C:8](=[O:19])[C:9]2[O:14][C:13]3[CH:15]=[CH:16][CH:17]=[CH:18][C:12]=3[C:10]=2[N:11]=1)[CH:3]([CH3:5])[CH3:4].O=[CH:28][CH2:29][CH2:30][NH:31][C:32](=[O:38])[O:33][C:34]([CH3:37])([CH3:36])[CH3:35].C(O[BH-](OC(=O)C)OC(=O)C)(=O)C.[Na+]. Product: [CH2:20]([N:7]1[C:8](=[O:19])[C:9]2[O:14][C:13]3[CH:15]=[CH:16][CH:17]=[CH:18][C:12]=3[C:10]=2[N:11]=[C:6]1[C@H:2]([NH:1][CH2:28][CH2:29][CH2:30][NH:31][C:32](=[O:38])[O:33][C:34]([CH3:37])([CH3:36])[CH3:35])[CH:3]([CH3:5])[CH3:4])[C:21]1[CH:26]=[CH:25][CH:24]=[CH:23][CH:22]=1. The catalyst class is: 4.